This data is from Full USPTO retrosynthesis dataset with 1.9M reactions from patents (1976-2016). The task is: Predict the reactants needed to synthesize the given product. (1) The reactants are: [Cl:1][C:2]1[N:3]=[C:4](Cl)[C:5]2[N:10]=[N:9][N:8]([CH2:11][C:12]3[CH:17]=[CH:16][C:15]([O:18][CH3:19])=[CH:14][CH:13]=3)[C:6]=2[N:7]=1.[CH:21]([S:24][C:25]1[CH:31]=[CH:30][CH:29]=[CH:28][C:26]=1[NH2:27])([CH3:23])[CH3:22].C(OCC)(=O)C. Given the product [Cl:1][C:2]1[N:3]=[C:4]([NH:27][C:26]2[CH:28]=[CH:29][CH:30]=[CH:31][C:25]=2[S:24][CH:21]([CH3:23])[CH3:22])[C:5]2[N:10]=[N:9][N:8]([CH2:11][C:12]3[CH:17]=[CH:16][C:15]([O:18][CH3:19])=[CH:14][CH:13]=3)[C:6]=2[N:7]=1, predict the reactants needed to synthesize it. (2) Given the product [C:18]([O:17][C:15]([N:12]1[CH2:13][CH2:14][CH:9]([O:8][C:5]2[CH:6]=[N:7][C:2]([N:31]3[C:32]4[C:28](=[CH:27][C:26]([S:23]([CH3:22])(=[O:25])=[O:24])=[CH:34][CH:33]=4)[CH2:29][CH2:30]3)=[CH:3][CH:4]=2)[CH2:10][CH2:11]1)=[O:16])([CH3:21])([CH3:20])[CH3:19], predict the reactants needed to synthesize it. The reactants are: Cl[C:2]1[N:7]=[CH:6][C:5]([O:8][CH:9]2[CH2:14][CH2:13][N:12]([C:15]([O:17][C:18]([CH3:21])([CH3:20])[CH3:19])=[O:16])[CH2:11][CH2:10]2)=[CH:4][CH:3]=1.[CH3:22][S:23]([C:26]1[CH:27]=[C:28]2[C:32](=[CH:33][CH:34]=1)[NH:31][CH2:30][CH2:29]2)(=[O:25])=[O:24].